Dataset: Experimentally validated miRNA-target interactions with 360,000+ pairs, plus equal number of negative samples. Task: Binary Classification. Given a miRNA mature sequence and a target amino acid sequence, predict their likelihood of interaction. The miRNA is hsa-miR-146b-3p with sequence GCCCUGUGGACUCAGUUCUGGU. The protein sequence of the target gene is MGCSGCSGGCGSSCGGCGSSCGGCGSGYGGCGSGCCVPVCCCKPVCCCVPACSCSSCGSCGGSKGVCGSCGGCKGGCGSCGGSKGGCGSSCCVPVCCSSSCGSCGGSKGVCGFRGGSKGGCGSCGCSQCSCYKPCCCSSGCGSSCCQSSCCKPSCSQSSCCKPCCSQSSCCKPCCCSSGCGSSCCQSSCCKPCCSQSSCCKPCCCSSGCGSSCCQSSCCKPCSSQSSCCVPICCQCKI. Result: 0 (no interaction).